This data is from Reaction yield outcomes from USPTO patents with 853,638 reactions. The task is: Predict the reaction yield, written as a fraction of the theoretical maximum amount of product (1.0 means a 100% yield; for example, 0.34 means a 34% yield). (1) The reactants are C[O:2][C:3]1[CH:12]=[C:11]2[C:6]([CH:7]=[CH:8][C:9]([NH2:17])=[C:10]2[C:13]([F:16])([F:15])[F:14])=[CH:5][CH:4]=1.B(Br)(Br)Br. The catalyst is ClCCl. The product is [NH2:17][C:9]1[C:10]([C:13]([F:14])([F:15])[F:16])=[C:11]2[C:6]([CH:5]=[CH:4][C:3]([OH:2])=[CH:12]2)=[CH:7][CH:8]=1. The yield is 0.690. (2) The reactants are [CH3:1][O:2][C:3]1[CH:55]=[CH:54][C:6]([C:7]([NH:20][C:21]2[N:29]=[CH:28][N:27]=[C:26]3[C:22]=2[N:23]=[CH:24][N:25]3[C@H:30]2[O:43][C@@H:42]([CH2:44][O:45]C(=O)C3C=CC=CC=3)[C@@H:32]([O:33]C(=O)C3C=CC=CC=3)[CH2:31]2)([C:14]2[CH:19]=[CH:18][CH:17]=[CH:16][CH:15]=2)[C:8]2[CH:13]=[CH:12][CH:11]=[CH:10][CH:9]=2)=[CH:5][CH:4]=1. The catalyst is N. The product is [CH3:1][O:2][C:3]1[CH:4]=[CH:5][C:6]([C:7]([NH:20][C:21]2[N:29]=[CH:28][N:27]=[C:26]3[C:22]=2[N:23]=[CH:24][N:25]3[C@H:30]2[O:43][C@@H:42]([CH2:44][OH:45])[C@@H:32]([OH:33])[CH2:31]2)([C:14]2[CH:15]=[CH:16][CH:17]=[CH:18][CH:19]=2)[C:8]2[CH:9]=[CH:10][CH:11]=[CH:12][CH:13]=2)=[CH:54][CH:55]=1. The yield is 0.980. (3) The reactants are [CH2:1]([N:3](C(OC(C)(C)C)=O)[NH2:4])[CH3:2].O[CH:13]=[C:14]1[C:23]2([CH2:28][CH2:27][N:26]([C:29]([O:31][CH2:32][C:33]3[CH:38]=[CH:37][CH:36]=[CH:35][CH:34]=3)=[O:30])[CH2:25][CH2:24]2)[O:22][C:21]2[C:16](=[CH:17][CH:18]=[CH:19][CH:20]=2)[C:15]1=O.C(O)(C(F)(F)F)=O.NN. The catalyst is ClC(Cl)C.ClCCl.C(=O)(O)[O-].[Na+]. The product is [CH2:1]([N:3]1[C:15]2[C:16]3[CH:17]=[CH:18][CH:19]=[CH:20][C:21]=3[O:22][C:23]3([CH2:28][CH2:27][N:26]([C:29]([O:31][CH2:32][C:33]4[CH:38]=[CH:37][CH:36]=[CH:35][CH:34]=4)=[O:30])[CH2:25][CH2:24]3)[C:14]=2[CH:13]=[N:4]1)[CH3:2]. The yield is 0.650. (4) The reactants are [CH:1]1([C:5]2[CH:10]=[CH:9][C:8]([C:11]3[CH:12]=[N:13][C:14]([NH2:17])=[N:15][CH:16]=3)=[C:7]([F:18])[C:6]=2[O:19]C)[CH2:4][CH2:3][CH2:2]1. The catalyst is C(Cl)Cl. The product is [NH2:17][C:14]1[N:15]=[CH:16][C:11]([C:8]2[C:7]([F:18])=[C:6]([OH:19])[C:5]([CH:1]3[CH2:2][CH2:3][CH2:4]3)=[CH:10][CH:9]=2)=[CH:12][N:13]=1. The yield is 0.870. (5) The reactants are Cl.[C:2]12([CH2:12][CH2:13][NH:14][CH2:15][CH2:16][CH2:17][CH2:18][CH3:19])[CH2:11][CH:6]3[CH2:7][CH:8]([CH2:10][CH:4]([CH2:5]3)[CH2:3]1)[CH2:9]2.[C:20](Cl)(=[O:27])[CH2:21][O:22][CH2:23][C:24](Cl)=[O:25].C(N(CC)CC)C.[CH3:36][OH:37]. The catalyst is ClCCl. The product is [C:2]12([CH2:12][CH2:13][N:14]([CH2:15][CH2:16][CH2:17][CH2:18][CH3:19])[C:20](=[O:27])[CH2:21][O:22][CH2:23][C:24]([O:37][CH3:36])=[O:25])[CH2:9][CH:8]3[CH2:7][CH:6]([CH2:5][CH:4]([CH2:10]3)[CH2:3]1)[CH2:11]2. The yield is 0.600. (6) The reactants are C([O:3][C:4](=[O:33])[CH2:5][N:6]1[C:14]2[C:9](=[CH:10][C:11]([F:15])=[CH:12][CH:13]=2)[C:8]([CH2:16][C:17]2[C:18]([S:23]([C:26]3[CH:31]=[CH:30][CH:29]=[CH:28][CH:27]=3)(=[O:25])=[O:24])=[N:19][CH:20]=[CH:21][CH:22]=2)=[C:7]1[CH3:32])C.[OH-].[K+]. The catalyst is C1COCC1.O. The product is [C:26]1([S:23]([C:18]2[C:17]([CH2:16][C:8]3[C:9]4[C:14](=[CH:13][CH:12]=[C:11]([F:15])[CH:10]=4)[N:6]([CH2:5][C:4]([OH:33])=[O:3])[C:7]=3[CH3:32])=[CH:22][CH:21]=[CH:20][N:19]=2)(=[O:25])=[O:24])[CH:31]=[CH:30][CH:29]=[CH:28][CH:27]=1. The yield is 1.00. (7) The reactants are [N:1]1[C:16]2[C:5](=[CH:6][C:7]3[CH:13]4[CH2:14][CH:9]([CH2:10][NH:11][CH2:12]4)[C:8]=3[CH:15]=2)[N:4]=[CH:3][CH:2]=1.[C:17]([OH:26])(=[O:25])[CH:18]([CH:20]([C:22]([OH:24])=[O:23])[OH:21])[OH:19]. The catalyst is CO. The product is [CH:2]1[CH:3]=[N:4][C:5]2[C:16]([N:1]=1)=[CH:15][C:8]1[CH:9]3[CH2:10][NH:11][CH2:12][CH:13]([C:7]=1[CH:6]=2)[CH2:14]3.[CH:18]([OH:19])([C:17]([OH:26])=[O:25])[CH:20]([OH:21])[C:22]([OH:24])=[O:23]. The yield is 0.999. (8) The reactants are [F:1][C:2]1[CH:3]=[CH:4][C:5]([NH:8][NH:9][C:10]([C@@H:12]2[CH2:16][C:15]([CH3:18])([CH3:17])[CH2:14][N:13]2[CH3:19])=O)=[N:6][CH:7]=1.C1C=CC(P(C2C=CC=CC=2)C2C=CC=CC=2)=CC=1.CCN(CC)CC.ClC(Cl)(Cl)C(Cl)(Cl)Cl.N. The catalyst is C1COCC1.CO.C(Cl)Cl. The product is [F:1][C:2]1[CH:3]=[CH:4][C:5]2[N:6]([C:10]([C@@H:12]3[CH2:16][C:15]([CH3:18])([CH3:17])[CH2:14][N:13]3[CH3:19])=[N:9][N:8]=2)[CH:7]=1. The yield is 0.840.